Dataset: Experimentally validated miRNA-target interactions with 360,000+ pairs, plus equal number of negative samples. Task: Binary Classification. Given a miRNA mature sequence and a target amino acid sequence, predict their likelihood of interaction. The miRNA is hsa-miR-20a-5p with sequence UAAAGUGCUUAUAGUGCAGGUAG. The protein sequence of the target gene is MEAVPRMPMIWLDLKEAGDFHFQPAVKKFVLKNYGENPEAYNEELKKLELLRQNAVRVPRDFEGCSVLRKYLGQLHYLQSRVPMGSGQEAAVPVTWTEIFSGKSVAHEDIKYEQACILYNLGALHSMLGAMDKRVSEEGMKVSCTHFQCAAGAFAYLREHFPQAYSVDMSRQILTLNVNLMLGQAQECLLEKSMLDNRKSFLVARISAQVVDYYKEACRALENPDTASLLGRIQKDWKKLVQMKIYYFAAVAHLHMGKQAEEQQKFGERVAYFQSALDKLNEAIKLAKGQPDTVQDALRF.... Result: 1 (interaction).